Dataset: NCI-60 drug combinations with 297,098 pairs across 59 cell lines. Task: Regression. Given two drug SMILES strings and cell line genomic features, predict the synergy score measuring deviation from expected non-interaction effect. Drug 1: C1CN1C2=NC(=NC(=N2)N3CC3)N4CC4. Drug 2: CC1CCCC2(C(O2)CC(NC(=O)CC(C(C(=O)C(C1O)C)(C)C)O)C(=CC3=CSC(=N3)C)C)C. Cell line: NCIH23. Synergy scores: CSS=49.2, Synergy_ZIP=-3.30, Synergy_Bliss=-3.98, Synergy_Loewe=-5.59, Synergy_HSA=0.789.